This data is from Reaction yield outcomes from USPTO patents with 853,638 reactions. The task is: Predict the reaction yield, written as a fraction of the theoretical maximum amount of product (1.0 means a 100% yield; for example, 0.34 means a 34% yield). (1) The reactants are [CH3:1][C:2]1([CH3:10])[O:7][C:6](=[O:8])[CH2:5][C:4](=[O:9])[O:3]1.[C:11]1(=O)[CH2:16][CH2:15][CH2:14][CH2:13][CH2:12]1.N1C=CC=CC=1. The catalyst is C1COCC1.[Ti](Cl)(Cl)(Cl)Cl. The product is [C:11]1(=[C:5]2[C:6](=[O:8])[O:7][C:2]([CH3:10])([CH3:1])[O:3][C:4]2=[O:9])[CH2:16][CH2:15][CH2:14][CH2:13][CH2:12]1. The yield is 0.480. (2) The reactants are Br[C:2]1[CH:14]=[C:13]([CH:15]=[CH2:16])[CH:12]=[CH:11][C:3]=1[C:4]([O:6][C:7]([CH3:10])([CH3:9])[CH3:8])=[O:5].[Cu][C:18]#[N:19]. The catalyst is CN(C=O)C.O. The product is [C:18]([C:2]1[CH:14]=[C:13]([CH:15]=[CH2:16])[CH:12]=[CH:11][C:3]=1[C:4]([O:6][C:7]([CH3:10])([CH3:9])[CH3:8])=[O:5])#[N:19]. The yield is 0.720.